The task is: Binary Classification. Given a miRNA mature sequence and a target amino acid sequence, predict their likelihood of interaction.. This data is from Experimentally validated miRNA-target interactions with 360,000+ pairs, plus equal number of negative samples. (1) The miRNA is hsa-miR-3163 with sequence UAUAAAAUGAGGGCAGUAAGAC. The protein sequence of the target gene is MAKEGVEKAEETEQMIEKEAGKEPAEGGGGDGSHRLGDAQEMRAVVLAGFGGLNKLRLFRKAMPEPQDGELKIRVKACGLNFIDLMVRQGNIDNPPKTPLVPGFECSGIVEALGDSVKGYEIGDRVMAFVNYNAWAEVVCTPVEFVYKIPDDMSFSEAAAFPMNFVTAYVMLFEVANLREGMSVLVHSAGGGVGQAVAQLCSTVPNVTVFGTASTFKHEAIKDSVTHLFDRNADYVQEVKRISAEGVDIVLDCLCGDNTGKGLSLLKPLGTYILYGSSNMVTGETKSFFSFAKSWWQVEK.... Result: 0 (no interaction). (2) The miRNA is hsa-miR-618 with sequence AAACUCUACUUGUCCUUCUGAGU. The protein sequence of the target gene is METVQLRNPPRRQLKKLDEDSLTKQPEEVFDVLEKLGEGSYGSVYKAIHKETGQIVAIKQVPVESDLQEIIKEISIMQQCDSPHVVKYYGSYFKNTDLWIVMEYCGAGSVSDIIRLRNKTLTEDEIATILQSTLKGLEYLHFMRKIHRDIKAGNILLNTEGHAKLADFGVAGQLTDTMAKRNTVIGTPFWMAPEVIQEIGYNCVADIWSLGITAIEMAEGKPPYADIHPMRAIFMIPTNPPPTFRKPELWSDNFTDFVKQCLVKSPEQRATATQLLQHPFVRSAKGVSILRDLINEAMDV.... Result: 0 (no interaction). (3) The miRNA is mmu-miR-216a-5p with sequence UAAUCUCAGCUGGCAACUGUGA. The protein sequence of the target gene is MPTWLWGLLLTAGTLSAALSPGLPASADPCYDEAREPRSCIPGLVNAALGREVLASSTCGRSANRVCDSSDPQRAHSADLLTSAPGTASPLCWRSDLLQQAPFNVTLTVPLGKAFELVFVSLRFCSAPPTSVALLKSQDHGRSWVPLGFFSSSCTLDYGRLPAPADGPSGPGPEALCFPAPQAQPDGGGLLAFSVQDGSPQGLDLDNSPVLQDWVTATDIRIVLTRPAIQGDTRDGGVTVPYSYSATELQVGGRCKCNGHASRCLLDTHGHLVCDCQHGTEGPDCSRCKPFYCDRPWQRA.... Result: 0 (no interaction). (4) The miRNA is hsa-miR-6132 with sequence AGCAGGGCUGGGGAUUGCA. The protein sequence of the target gene is MSHTILLVQPTKRPEGRTYADYESVNECMEGVCKMYEEHLKRMNPNSPSITYDISQLFDFIDDLADLSCLVYRADTQTYQPYNKDWIKEKIYVLLRRQAQQAGK. Result: 0 (no interaction). (5) The miRNA is hsa-miR-3689c with sequence CUGGGAGGUGUGAUAUUGUGGU. The protein sequence of the target gene is MFSDNSHCPDCGQQWFPSLELGHWLYQTELVENECYQVFLDRINRADYCPECYPDNPANRSLVLPWSFPLEWAPQNLTRWTFEKACHPFLLGPPLVRKRIHDSRVAGFNPALQLILTRTDKTLNKKLGQNK. Result: 1 (interaction). (6) The protein sequence of the target gene is MEELSSVGEQVFAAECILSKRLRKGKLEYLVKWRGWSSKHNSWEPEENILDPRLLLAFQKKEHEKEVQNRKRGKRPRGRPRKHTVTSSCSRRSKLKEPDAPSKSKSSSSSSSSTSSSSSSDEEEDDSDLDSKRGPRGRETHPVPQKKAQILVAKPELKDPIRKKRGRKPLPPEQKAARRPVSLAKVLKTTRKDLGTSAAKLPPPLSAPVAGLAALKAHTKEACGGPSTMATPENLASLMKGMAGSPSRGGIWQSSIVHYMNRMSQSQVQAASRLALKAQATNKCGLGLDLKVRTQKGGEL.... The miRNA is mmu-miR-1948-3p with sequence UUUAGGCAGAGCACUCGUACAG. Result: 0 (no interaction). (7) The miRNA is hsa-miR-6849-5p with sequence GAGUGGAUAGGGGAGUGUGUGGA. The protein sequence of the target gene is MGIFPGIILIFLRVKFATAAVIVSGHQKSSTLSHEMSGLNWKPFVYGGLASIVAEFGTFPVDLTKTRLQVQGQSIDVRFKEIKYRGMFHALFRIYKEEGILALYSGIAPALLRQASYGTIKIGIYQSLKRLFVERLEDETLLINMICGVVSGVISSTIANPTDVLKIRMQAQGSLFQGSMIGSFIDIYQQEGTRGLWRGVVPTAQRAAIVVGVELPVYDITKKHLIVSGMLGDTILTHFVSSFTCGLAGALASNPVDVVRTRMMNQRAIVGHVDLYKGTLDGILKMWKHEGFFALYKGFW.... Result: 0 (no interaction). (8) The miRNA is hsa-miR-30b-5p with sequence UGUAAACAUCCUACACUCAGCU. The protein sequence of the target gene is MTAPGAAGRCPPTTWLGSLLLLVCLLASRSITEEVSEYCSHMIGSGHLQSLQRLIDSQMETSCQITFEFVDQEQLKDPVCYLKKAFLLVQDIMEDTMRFRDNTPNAIAIVQLQELSLRLKSCFTKDYEEHDKACVRTFYETPLQLLEKVKNVFNETKNLLDKDWNIFSKNCNNSFAECSSQDVVTKPDCNCLYPKAIPSSDPASVSPHQPLAPSMAPVAGLTWEDSEGTEGSSLLPGEQPLHTVDPGSAKQRPPRSTCQSFEPPETPVVKDSTIGGSPQPRPSVGAFNPGMEDILDSAMG.... Result: 1 (interaction). (9) The miRNA is hsa-miR-218-5p with sequence UUGUGCUUGAUCUAACCAUGU. The protein sequence of the target gene is MSHTASSCQELVENCAVHVAGMAQEDSRRGQVPSSFYHGANQELDLSTKVYKRESGSPYSVLVDTKMSKPHLHETEEQPYFRETRAVSDVHAVKEDRENSDDTEEEEEEVSYKREQIIVEVNLNNQTLNVSKGEKGVSSQSKETPVLKTSSEEEEEESEEEATDDSNDYGENEKQKKKEKIVEKVSVTQRRTRRAASVAAATTSPTPRTTRGRRKSVEPPKRKKRATKEPKAPVQKAKCEEKETLTCEKCPRVFNTRWYLEKHMNVTHRRMQICDKCGKKFVLESELSLHQQTDCEKNIQ.... Result: 1 (interaction). (10) The miRNA is hsa-miR-6808-3p with sequence GUGUGACCACCGUUCCUGCAG. The protein sequence of the target gene is MDGLPGRALGAACLLLLAAGWLGPEAWGSPTPPPTPAAPPPPPPPGSPGGSQDTCTSCGGFRRPEELGRVDGDFLEAVKRHILSRLQMRGRPNITHAVPKAAMVTALRKLHAGKVREDGRVEIPHLDGHASPGADGQERVSEIISFAETDGLASSRVRLYFFISNEGNQNLFVVQASLWLYLKLLPYVLEKGSRRKVRVKVYFQEQGHGDRWNMVEKRVDLKRSGWHTFPLTEAIQALFERGERRLNLDVQCDSCQELAVVPVFVDPGEESHRPFVVVQARLGDSRHRIRKRGLECDGRT.... Result: 0 (no interaction).